Dataset: Forward reaction prediction with 1.9M reactions from USPTO patents (1976-2016). Task: Predict the product of the given reaction. (1) Given the reactants [Cl:1][C:2]1[CH:7]=[CH:6][CH:5]=[C:4]([Cl:8])[N:3]=1.C(O)(C(F)(F)F)=[O:10], predict the reaction product. The product is: [Cl:1][C:2]1[CH:7]=[CH:6][CH:5]=[C:4]([Cl:8])[N+:3]=1[O-:10]. (2) The product is: [O:17]1[CH2:18][C@@H:16]1[CH2:15][N:4]1[CH2:5][CH2:6][N:1]([C:7]([O:9][C:10]([CH3:13])([CH3:12])[CH3:11])=[O:8])[CH2:2][CH2:3]1. Given the reactants [N:1]1([C:7]([O:9][C:10]([CH3:13])([CH3:12])[CH3:11])=[O:8])[CH2:6][CH2:5][NH:4][CH2:3][CH2:2]1.Cl[CH2:15][C@@H:16]1[CH2:18][O:17]1, predict the reaction product. (3) Given the reactants [H-].[Na+].[C:3]([Si:7]([C:27]1[CH:32]=[CH:31][CH:30]=[CH:29][CH:28]=1)([C:21]1[CH:26]=[CH:25][CH:24]=[CH:23][CH:22]=1)[O:8][CH2:9][CH2:10][CH2:11][CH:12]([C:14]1[CH:19]=[CH:18][C:17]([Cl:20])=[CH:16][CH:15]=1)[OH:13])([CH3:6])([CH3:5])[CH3:4].[CH3:33]I, predict the reaction product. The product is: [C:3]([Si:7]([O:8][CH2:9][CH2:10][CH2:11][CH:12]([C:14]1[CH:19]=[CH:18][C:17]([Cl:20])=[CH:16][CH:15]=1)[O:13][CH3:33])([C:21]1[CH:22]=[CH:23][CH:24]=[CH:25][CH:26]=1)[C:27]1[CH:32]=[CH:31][CH:30]=[CH:29][CH:28]=1)([CH3:6])([CH3:4])[CH3:5]. (4) Given the reactants [Cl:1][C:2]1[CH:7]=[C:6]([Cl:8])[CH:5]=[CH:4][C:3]=1[C:9]1([OH:38])[C:17]2[C:12](=[CH:13][C:14]([N:22]3[N:26]=[N:25][CH:24]=[N:23]3)=[CH:15][C:16]=2[C:18]([F:21])([F:20])[F:19])[N:11]([CH2:27][C@H:28]2[CH2:31][C@H:30]([N:32]([CH2:35][CH3:36])[CH2:33][CH3:34])[CH2:29]2)[C:10]1=[O:37].O.Cl, predict the reaction product. The product is: [ClH:1].[Cl:1][C:2]1[CH:7]=[C:6]([Cl:8])[CH:5]=[CH:4][C:3]=1[C:9]1([OH:38])[C:17]2[C:12](=[CH:13][C:14]([N:22]3[N:26]=[N:25][CH:24]=[N:23]3)=[CH:15][C:16]=2[C:18]([F:21])([F:19])[F:20])[N:11]([CH2:27][C@H:28]2[CH2:29][C@H:30]([N:32]([CH2:33][CH3:34])[CH2:35][CH3:36])[CH2:31]2)[C:10]1=[O:37]. (5) Given the reactants [C:1]([O:4][C@@H:5]1[C@H:9]([O:10][C:11](=[O:13])[CH3:12])[C@@H:8]([C:14]#[CH:15])[O:7][C@H:6]1[N:16]1[CH:24]=[N:23][C:22]2[C:17]1=[N:18][CH:19]=[N:20][C:21]=2Cl)(=[O:3])[CH3:2].[NH2:26][C@H:27]1[CH2:31][CH2:30][CH2:29][C@@H:28]1[OH:32], predict the reaction product. The product is: [C:1]([O:4][C@@H:5]1[C@H:9]([O:10][C:11](=[O:13])[CH3:12])[C@@H:8]([C:14]#[CH:15])[O:7][C@H:6]1[N:16]1[CH:24]=[N:23][C:22]2[C:17]1=[N:18][CH:19]=[N:20][C:21]=2[NH:26][C@H:27]1[CH2:31][CH2:30][CH2:29][C@@H:28]1[OH:32])(=[O:3])[CH3:2]. (6) Given the reactants C(OC[O:6][C:7](=[O:31])[C:8]([NH:29][NH2:30])([CH3:28])[CH2:9][C:10]1[CH:15]=[CH:14][C:13]([O:16][C:17]([O:19][CH2:20][CH3:21])=[O:18])=[C:12]([O:22][C:23]([O:25][CH2:26][CH3:27])=[O:24])[CH:11]=1)(=O)C.[C:32]([O:38][CH2:39]I)(=[O:37])[C:33]([CH3:36])([CH3:35])[CH3:34], predict the reaction product. The product is: [CH3:34][C:33]([CH3:36])([CH3:35])[C:32]([O:38][CH2:39][O:31][C:7](=[O:6])[C:8]([NH:29][NH2:30])([CH3:28])[CH2:9][C:10]1[CH:15]=[CH:14][C:13]([O:16][C:17]([O:19][CH2:20][CH3:21])=[O:18])=[C:12]([O:22][C:23]([O:25][CH2:26][CH3:27])=[O:24])[CH:11]=1)=[O:37]. (7) Given the reactants [C:1]12([N:11]=[C:12]=[O:13])[CH2:10][CH:5]3[CH2:6][CH:7]([CH2:9][CH:3]([CH2:4]3)[CH2:2]1)[CH2:8]2.[S:14]1[CH:18]=[CH:17][CH:16]=[C:15]1[CH2:19][OH:20], predict the reaction product. The product is: [S:14]1[CH:18]=[CH:17][CH:16]=[C:15]1[CH2:19][O:20][C:12](=[O:13])[NH:11][C:1]12[CH2:2][CH:3]3[CH2:9][CH:7]([CH2:6][CH:5]([CH2:4]3)[CH2:10]1)[CH2:8]2.